Dataset: Forward reaction prediction with 1.9M reactions from USPTO patents (1976-2016). Task: Predict the product of the given reaction. (1) Given the reactants [NH2:1][CH2:2][C:3]1[CH:4]=[C:5]([C:10]2[CH:15]=[CH:14][CH:13]=[C:12]([CH2:16][N:17]3[CH2:22][CH2:21][N:20](C(OC(C)(C)C)=O)[C@@H:19]([CH3:30])[CH2:18]3)[CH:11]=2)[CH:6]=[CH:7][C:8]=1[F:9].[C:31]([C:33]1[CH:34]=[C:35]([CH:39]=[CH:40][CH:41]=1)[C:36](O)=[O:37])#[N:32].CN(C(ON1N=NC2C=CC=NC1=2)=[N+](C)C)C.F[P-](F)(F)(F)(F)F.C(N(C(C)C)CC)(C)C.[OH-].[Na+], predict the reaction product. The product is: [C:31]([C:33]1[CH:34]=[C:35]([CH:39]=[CH:40][CH:41]=1)[C:36]([NH:1][CH2:2][C:3]1[CH:4]=[C:5]([C:10]2[CH:15]=[CH:14][CH:13]=[C:12]([CH2:16][N:17]3[CH2:22][CH2:21][NH:20][C@@H:19]([CH3:30])[CH2:18]3)[CH:11]=2)[CH:6]=[CH:7][C:8]=1[F:9])=[O:37])#[N:32]. (2) Given the reactants [F:1][C:2]1[CH:3]=[C:4]([OH:11])[CH:5]=[CH:6][C:7]=1[N+:8]([O-:10])=[O:9].N1C(C)=CC=CC=1C.CN1CCCC1.Cl[C:27]1[C:28]2[CH:35]=[C:34]([C:36]3[CH:41]=[CH:40][CH:39]=[CH:38][CH:37]=3)[NH:33][C:29]=2[N:30]=[CH:31][N:32]=1, predict the reaction product. The product is: [F:1][C:2]1[CH:3]=[C:4]([CH:5]=[CH:6][C:7]=1[N+:8]([O-:10])=[O:9])[O:11][C:27]1[C:28]2[CH:35]=[C:34]([C:36]3[CH:41]=[CH:40][CH:39]=[CH:38][CH:37]=3)[NH:33][C:29]=2[N:30]=[CH:31][N:32]=1.